Predict the product of the given reaction. From a dataset of Forward reaction prediction with 1.9M reactions from USPTO patents (1976-2016). (1) Given the reactants COC1C=C(OS(C(F)(F)F)(=O)=O)C=CC=1[CH2:9][NH:10]S(C(C)(C)C)=O.[Cl:25][C:26]1[CH:27]=[CH:28][C:29]([O:35][CH3:36])=[C:30](B(O)O)[CH:31]=1.[C:37](=[O:40])([O-])[O-].[K+].[K+].[C:43]1(C)[CH:48]=[CH:47][CH:46]=[CH:45][CH:44]=1, predict the reaction product. The product is: [Cl:25][C:26]1[CH:27]=[CH:28][C:29]([O:35][CH3:36])=[C:30]([C:46]2[CH:47]=[CH:48][C:43]([NH:10][CH3:9])=[C:44]([O:40][CH3:37])[CH:45]=2)[CH:31]=1. (2) Given the reactants [C:1]([C:3]1[N:8]=[CH:7][C:6]([NH:9][C@H:10]([CH2:14][CH:15]([CH3:17])[CH3:16])[C:11]([NH2:13])=[O:12])=[CH:5][C:4]=1[NH:18][C:19]1[S:23][N:22]=[C:21]([CH3:24])[CH:20]=1)#[N:2].[OH-].[Na+].OO.CC(O)=[O:31], predict the reaction product. The product is: [NH2:13][C:11](=[O:12])[C@H:10]([NH:9][C:6]1[CH:5]=[C:4]([NH:18][C:19]2[S:23][N:22]=[C:21]([CH3:24])[CH:20]=2)[C:3]([C:1]([NH2:2])=[O:31])=[N:8][CH:7]=1)[CH2:14][CH:15]([CH3:17])[CH3:16]. (3) Given the reactants C1CCC(N=C=NC2CCCCC2)CC1.[N:16]1[CH:21]=[CH:20][C:19]([C:22]2[CH:30]=[CH:29][C:25]([C:26]([OH:28])=O)=[CH:24][CH:23]=2)=[CH:18][CH:17]=1.C1C=CC2N(O)N=NC=2C=1.CCN(C(C)C)C(C)C.[NH2:50][C@@H:51]([CH2:54][C:55]1[CH:60]=[CH:59][CH:58]=[CH:57][CH:56]=1)[CH2:52][OH:53], predict the reaction product. The product is: [CH2:54]([C@H:51]([NH:50][C:26](=[O:28])[C:25]1[CH:24]=[CH:23][C:22]([C:19]2[CH:18]=[CH:17][N:16]=[CH:21][CH:20]=2)=[CH:30][CH:29]=1)[CH2:52][OH:53])[C:55]1[CH:60]=[CH:59][CH:58]=[CH:57][CH:56]=1. (4) The product is: [CH3:1][C@@H:2]1[N:7]([C:8]2[C:9]3[CH2:24][O:23][CH2:22][CH2:21][C:10]=3[N:11]=[C:12]([C:14]3[CH:15]=[CH:16][C:17]([NH:18][C:35]4[NH:34][C:33](=[O:32])[CH:38]=[CH:37][CH:36]=4)=[CH:19][CH:20]=3)[N:13]=2)[CH2:6][CH2:5][O:4][CH2:3]1. Given the reactants [CH3:1][C@@H:2]1[N:7]([C:8]2[C:9]3[CH2:24][O:23][CH2:22][CH2:21][C:10]=3[N:11]=[C:12]([C:14]3[CH:20]=[CH:19][C:17]([NH2:18])=[CH:16][CH:15]=3)[N:13]=2)[CH2:6][CH2:5][O:4][CH2:3]1.C([O:32][C:33]1[CH:38]=[CH:37][CH:36]=[C:35](Cl)[N:34]=1)C1C=CC=CC=1, predict the reaction product.